This data is from Reaction yield outcomes from USPTO patents with 853,638 reactions. The task is: Predict the reaction yield, written as a fraction of the theoretical maximum amount of product (1.0 means a 100% yield; for example, 0.34 means a 34% yield). (1) The reactants are [NH2:1][C:2]1[N:7]=[CH:6][C:5]([N+:8]([O-])=O)=[CH:4][N:3]=1.Br[C:12]1[CH:17]=[CH:16][C:15]([S:18]([CH2:21][CH2:22][CH2:23][N:24]2[CH2:28][CH2:27][CH2:26][CH2:25]2)(=[O:20])=[O:19])=[CH:14][CH:13]=1.CC1(C)C2C(=C(P(C3C=CC=CC=3)C3C=CC=CC=3)C=CC=2)OC2C(P(C3C=CC=CC=3)C3C=CC=CC=3)=CC=CC1=2.C([O-])([O-])=O.[Cs+].[Cs+]. The catalyst is O1CCOCC1.CO.C(Cl)Cl.C1C=CC(/C=C/C(/C=C/C2C=CC=CC=2)=O)=CC=1.C1C=CC(/C=C/C(/C=C/C2C=CC=CC=2)=O)=CC=1.C1C=CC(/C=C/C(/C=C/C2C=CC=CC=2)=O)=CC=1.[Pd].[Pd]. The product is [N:24]1([CH2:23][CH2:22][CH2:21][S:18]([C:15]2[CH:16]=[CH:17][C:12]([NH:1][C:2]3[N:7]=[CH:6][C:5]([NH2:8])=[CH:4][N:3]=3)=[CH:13][CH:14]=2)(=[O:19])=[O:20])[CH2:28][CH2:27][CH2:26][CH2:25]1. The yield is 0.730. (2) The reactants are [F:1][C:2]([F:22])([F:21])[C:3]1[CH:20]=[CH:19][C:6](/[CH:7]=[N:8]/[C:9]2[CH:17]=[CH:16][CH:15]=[C:14]3[C:10]=2[CH2:11][O:12][C:13]3=[O:18])=[CH:5][CH:4]=1.[CH3:23][N:24]1[CH:28]=[CH:27][N:26]=[C:25]1[CH:29]=O.[O-:31][CH2:32][CH3:33].[Na+].C(O)C. The catalyst is C(OCC)(=O)CC. The product is [CH3:23][N:24]1[CH:28]=[CH:27][N:26]=[C:25]1[CH:29]1[C:11](=[O:12])[C:10]2[C:14]([C:13]([O:31][CH2:32][CH3:33])=[O:18])=[CH:15][CH:16]=[CH:17][C:9]=2[NH:8][CH:7]1[C:6]1[CH:5]=[CH:4][C:3]([C:2]([F:21])([F:1])[F:22])=[CH:20][CH:19]=1. The yield is 0.0800.